Dataset: Peptide-MHC class II binding affinity with 134,281 pairs from IEDB. Task: Regression. Given a peptide amino acid sequence and an MHC pseudo amino acid sequence, predict their binding affinity value. This is MHC class II binding data. (1) The peptide sequence is YDKVLANVSTVLTGK. The MHC is DRB1_0401 with pseudo-sequence DRB1_0401. The binding affinity (normalized) is 0.676. (2) The peptide sequence is LLNRNNSFKPFAEYK. The MHC is DRB1_0901 with pseudo-sequence DRB1_0901. The binding affinity (normalized) is 0.294. (3) The peptide sequence is LGWNIITFKDKTDIH. The MHC is DRB3_0101 with pseudo-sequence DRB3_0101. The binding affinity (normalized) is 0.420. (4) The peptide sequence is NMEVRGGMVAPLYGV. The MHC is DRB1_0801 with pseudo-sequence DRB1_0801. The binding affinity (normalized) is 0.301. (5) The peptide sequence is FDELELDPPEIEPGV. The MHC is DRB1_0901 with pseudo-sequence DRB1_0901. The binding affinity (normalized) is 0.0919. (6) The peptide sequence is LERLQRKHGGMLVRNPL. The MHC is DRB1_1101 with pseudo-sequence DRB1_1101. The binding affinity (normalized) is 0.565.